This data is from Forward reaction prediction with 1.9M reactions from USPTO patents (1976-2016). The task is: Predict the product of the given reaction. The product is: [F:1][C:2]1[C:3]([CH:4]=[O:5])=[CH:6][C:7]([N+:11]([O-:13])=[O:12])=[C:8]([CH:9]=1)[O:10][CH:24]([CH3:25])[C:23]([O:22][CH3:21])=[O:27]. Given the reactants [F:1][C:2]1[CH:9]=[C:8]([OH:10])[C:7]([N+:11]([O-:13])=[O:12])=[CH:6][C:3]=1[CH:4]=[O:5].C1(O)C=CC=CC=1.[CH3:21][O:22][C:23](=[O:27])[CH:24](Br)[CH3:25], predict the reaction product.